Regression. Given a peptide amino acid sequence and an MHC pseudo amino acid sequence, predict their binding affinity value. This is MHC class II binding data. From a dataset of Peptide-MHC class II binding affinity with 134,281 pairs from IEDB. (1) The peptide sequence is LKNCVDAKMTEEDKE. The MHC is DRB1_0802 with pseudo-sequence DRB1_0802. The binding affinity (normalized) is 0.190. (2) The peptide sequence is AFMLAWNYGVPRVMS. The MHC is DRB1_0802 with pseudo-sequence DRB1_0802. The binding affinity (normalized) is 0.842. (3) The peptide sequence is ENLPYLVAYQATVCARAQAP. The MHC is DRB1_1101 with pseudo-sequence DRB1_1101. The binding affinity (normalized) is 0.565. (4) The peptide sequence is RKAGKSVVVLNRKTF. The MHC is DRB1_0701 with pseudo-sequence DRB1_0701. The binding affinity (normalized) is 0.231. (5) The peptide sequence is GGTKTEAEDVIPEGW. The MHC is HLA-DQA10501-DQB10201 with pseudo-sequence HLA-DQA10501-DQB10201. The binding affinity (normalized) is 0.752. (6) The peptide sequence is LFYVSSIFLHLLRIP. The MHC is DRB1_0101 with pseudo-sequence DRB1_0101. The binding affinity (normalized) is 0.344. (7) The peptide sequence is MGGLWKYLNAVSLCI. The MHC is HLA-DQA10501-DQB10302 with pseudo-sequence HLA-DQA10501-DQB10302. The binding affinity (normalized) is 0.441. (8) The peptide sequence is HYKGSSFHRVIPGFM. The MHC is DRB1_0101 with pseudo-sequence DRB1_0101. The binding affinity (normalized) is 0.567. (9) The peptide sequence is GQQRVFKEKVDTRAK. The MHC is DRB1_0301 with pseudo-sequence DRB1_0301. The binding affinity (normalized) is 0.750. (10) The peptide sequence is AAGVAAWSLIALMIP. The MHC is HLA-DQA10102-DQB10502 with pseudo-sequence HLA-DQA10102-DQB10502. The binding affinity (normalized) is 0.298.